Regression. Given a peptide amino acid sequence and an MHC pseudo amino acid sequence, predict their binding affinity value. This is MHC class I binding data. From a dataset of Peptide-MHC class I binding affinity with 185,985 pairs from IEDB/IMGT. (1) The binding affinity (normalized) is 0.367. The peptide sequence is AVRNAKAAV. The MHC is HLA-A02:01 with pseudo-sequence HLA-A02:01. (2) The peptide sequence is ATFSVPMEK. The MHC is HLA-A30:01 with pseudo-sequence HLA-A30:01. The binding affinity (normalized) is 0.876. (3) The MHC is HLA-B35:01 with pseudo-sequence HLA-B35:01. The binding affinity (normalized) is 0.133. The peptide sequence is KPASRELSV. (4) The peptide sequence is YVDRFYKTL. The MHC is HLA-B54:01 with pseudo-sequence HLA-B54:01. The binding affinity (normalized) is 0.0612. (5) The peptide sequence is LLATSIFKL. The MHC is HLA-A02:17 with pseudo-sequence HLA-A02:17. The binding affinity (normalized) is 0.711. (6) The peptide sequence is WWWFFWYVW. The MHC is HLA-A02:01 with pseudo-sequence HLA-A02:01. The binding affinity (normalized) is 0.648.